This data is from Reaction yield outcomes from USPTO patents with 853,638 reactions. The task is: Predict the reaction yield, written as a fraction of the theoretical maximum amount of product (1.0 means a 100% yield; for example, 0.34 means a 34% yield). (1) The reactants are Cl[C:2]1[N:7]2[N:8]=[C:9](C)[CH:10]=[C:6]2[N:5]=[C:4]([NH:12][C:13](=[O:24])[C:14]2[CH:19]=[CH:18][C:17]([C:20]([OH:23])([CH3:22])[CH3:21])=[CH:16][CH:15]=2)[CH:3]=1.[NH:25]1[CH2:30][CH2:29][CH:28]([C:31]([OH:33])=[O:32])[CH2:27][CH2:26]1. The catalyst is O1CCOCC1.CS(C)=O.CO. The product is [OH:23][C:20]([C:17]1[CH:18]=[CH:19][C:14]([C:13]([NH:12][C:4]2[CH:3]=[C:2]([N:25]3[CH2:30][CH2:29][CH:28]([C:31]([OH:33])=[O:32])[CH2:27][CH2:26]3)[N:7]3[N:8]=[CH:9][CH:10]=[C:6]3[N:5]=2)=[O:24])=[CH:15][CH:16]=1)([CH3:22])[CH3:21]. The yield is 0.500. (2) The catalyst is ClCCl. The product is [CH3:1][O:2][C:3](=[O:13])[C:4]1[CH:9]=[C:8]([OH:10])[CH:7]=[CH:6][C:5]=1[Br:12]. The reactants are [CH3:1][O:2][C:3](=[O:13])[C:4]1[CH:9]=[C:8]([O:10]C)[CH:7]=[CH:6][C:5]=1[Br:12].B(Br)(Br)Br.CO.C([O-])(O)=O.[Na+]. The yield is 0.580. (3) The reactants are [CH3:1][O:2][C:3](=[O:32])[NH:4][CH:5]([C:9]([N:11]1[CH2:15][CH2:14][CH2:13][CH:12]1[C:16](=[O:31])[NH:17][C:18]1[CH:19]=[C:20]([C:24]2[CH:29]=[CH:28][C:27](Cl)=[CH:26][CH:25]=2)[CH:21]=[CH:22][CH:23]=1)=[O:10])[CH:6]([CH3:8])[CH3:7].[B:33]1([B:33]2[O:37][C:36]([CH3:39])([CH3:38])[C:35]([CH3:41])([CH3:40])[O:34]2)[O:37][C:36]([CH3:39])([CH3:38])[C:35]([CH3:41])([CH3:40])[O:34]1.C1(P(C2CCCCC2)C2CCCCC2)CCCCC1.C([O-])(=O)C.[K+]. The catalyst is O1CCOCC1.C1C=CC(/C=C/C(/C=C/C2C=CC=CC=2)=O)=CC=1.C1C=CC(/C=C/C(/C=C/C2C=CC=CC=2)=O)=CC=1.C1C=CC(/C=C/C(/C=C/C2C=CC=CC=2)=O)=CC=1.[Pd].[Pd]. The product is [CH3:1][O:2][C:3](=[O:32])[NH:4][CH:5]([C:9]([N:11]1[CH2:15][CH2:14][CH2:13][CH:12]1[C:16](=[O:31])[NH:17][C:18]1[CH:19]=[C:20]([C:24]2[CH:29]=[CH:28][C:27]([B:33]3[O:37][C:36]([CH3:39])([CH3:38])[C:35]([CH3:41])([CH3:40])[O:34]3)=[CH:26][CH:25]=2)[CH:21]=[CH:22][CH:23]=1)=[O:10])[CH:6]([CH3:8])[CH3:7]. The yield is 1.00. (4) The reactants are Br[C:2]1[C:7]2=[CH:8][N:9]([C:11]3[C:16]([Cl:17])=[CH:15][CH:14]=[CH:13][C:12]=3[Cl:18])[N:10]=[C:6]2[C:5]([Br:19])=[CH:4][N:3]=1.[CH3:20][C:21]1[N:26]=[CH:25][N:24]=[C:23]([NH2:27])[CH:22]=1.CC1(C)C2C(=C(P(C3C=CC=CC=3)C3C=CC=CC=3)C=CC=2)OC2C(P(C3C=CC=CC=3)C3C=CC=CC=3)=CC=CC1=2.C(=O)([O-])[O-].[Cs+].[Cs+]. The catalyst is O1CCOCC1.C1C=CC(/C=C/C(/C=C/C2C=CC=CC=2)=O)=CC=1.C1C=CC(/C=C/C(/C=C/C2C=CC=CC=2)=O)=CC=1.C1C=CC(/C=C/C(/C=C/C2C=CC=CC=2)=O)=CC=1.[Pd].[Pd]. The product is [Br:19][C:5]1[C:6]2[C:7](=[CH:8][N:9]([C:11]3[C:16]([Cl:17])=[CH:15][CH:14]=[CH:13][C:12]=3[Cl:18])[N:10]=2)[C:2]([NH:27][C:23]2[CH:22]=[C:21]([CH3:20])[N:26]=[CH:25][N:24]=2)=[N:3][CH:4]=1. The yield is 0.640.